From a dataset of Full USPTO retrosynthesis dataset with 1.9M reactions from patents (1976-2016). Predict the reactants needed to synthesize the given product. (1) The reactants are: Cl[C:2]1[CH:7]=[C:6]([Cl:8])[N:5]=[C:4]([C:9]([OH:11])=[O:10])[N:3]=1.[F:12][C:13]1[CH:34]=[CH:33][C:16]([O:17][C:18]2[CH:23]=[CH:22][C:21](B3OC(C)(C)C(C)(C)O3)=[CH:20][CH:19]=2)=[CH:15][CH:14]=1.[C:35]([O-])([O-])=O.[Na+].[Na+]. Given the product [Cl:8][C:6]1[CH:7]=[C:2]([C:21]2[CH:20]=[CH:19][C:18]([O:17][C:16]3[CH:15]=[CH:14][C:13]([F:12])=[CH:34][CH:33]=3)=[CH:23][CH:22]=2)[N:3]=[C:4]([C:9]([O:11][CH3:35])=[O:10])[N:5]=1, predict the reactants needed to synthesize it. (2) Given the product [CH2:15]([O:14][C:12](=[O:13])[CH:17]=[CH:7][C:6]1[CH:9]=[C:2]([F:1])[CH:3]=[CH:4][C:5]=1[O:10][CH3:11])[CH3:16], predict the reactants needed to synthesize it. The reactants are: [F:1][C:2]1[CH:3]=[CH:4][C:5]([O:10][CH3:11])=[C:6]([CH:9]=1)[CH:7]=O.[C:12]([CH:17]=P(C1C=CC=CC=1)(C1C=CC=CC=1)C1C=CC=CC=1)([O:14][CH2:15][CH3:16])=[O:13]. (3) Given the product [NH2:1][C:4]1[CH:13]=[CH:12][CH:11]=[C:10]2[C:5]=1[CH:6]=[CH:7][C:8](=[O:14])[NH:9]2, predict the reactants needed to synthesize it. The reactants are: [N+:1]([C:4]1[CH:13]=[CH:12][CH:11]=[C:10]2[C:5]=1[CH:6]=[CH:7][C:8](=[O:14])[NH:9]2)([O-])=O. (4) Given the product [N:12]1([S:9]([C:4]2[C:5]([NH2:8])=[N:6][CH:7]=[C:2]([C:31]3[CH:32]=[C:33]4[C:28](=[CH:29][CH:30]=3)[N:27]=[CH:26][CH:25]=[C:24]4[C:21]3[CH:22]=[CH:23][N:18]=[CH:19][CH:20]=3)[CH:3]=2)(=[O:11])=[O:10])[CH2:17][CH2:16][O:15][CH2:14][CH2:13]1, predict the reactants needed to synthesize it. The reactants are: Br[C:2]1[CH:3]=[C:4]([S:9]([N:12]2[CH2:17][CH2:16][O:15][CH2:14][CH2:13]2)(=[O:11])=[O:10])[C:5]([NH2:8])=[N:6][CH:7]=1.[N:18]1[CH:23]=[CH:22][C:21]([C:24]2[C:33]3[C:28](=[CH:29][CH:30]=[C:31](B4OC(C)(C)C(C)(C)O4)[CH:32]=3)[N:27]=[CH:26][CH:25]=2)=[CH:20][CH:19]=1.ClCCl.C([O-])([O-])=O.[K+].[K+]. (5) Given the product [F:16][C:2]([F:1])([F:15])[O:3][C:4]1[CH:5]=[C:6]2[C:11](=[C:12]([NH:14][S:23]([C:18]3[CH:19]=[CH:20][CH:21]=[CH:22][N:17]=3)(=[O:25])=[O:24])[CH:13]=1)[N:10]=[CH:9][CH:8]=[CH:7]2, predict the reactants needed to synthesize it. The reactants are: [F:1][C:2]([F:16])([F:15])[O:3][C:4]1[CH:5]=[C:6]2[C:11](=[C:12]([NH2:14])[CH:13]=1)[N:10]=[CH:9][CH:8]=[CH:7]2.[N:17]1[CH:22]=[CH:21][CH:20]=[CH:19][C:18]=1[S:23](Cl)(=[O:25])=[O:24].N1C=CC=CC=1. (6) Given the product [CH2:1]([O:3][C:4](=[O:32])[CH:5]([C:10]1[CH:11]=[C:12]([C:22]2[CH:23]=[CH:24][C:25]([C:28]([F:29])([F:30])[F:31])=[CH:26][CH:27]=2)[CH:13]=[C:14]([CH:16]2[CH2:21][CH2:20][CH2:19][CH2:18][NH:17]2)[CH:15]=1)[CH2:6][CH:7]([CH3:9])[CH3:8])[CH3:2], predict the reactants needed to synthesize it. The reactants are: [CH2:1]([O:3][C:4](=[O:32])[CH:5]([C:10]1[CH:11]=[C:12]([C:22]2[CH:27]=[CH:26][C:25]([C:28]([F:31])([F:30])[F:29])=[CH:24][CH:23]=2)[CH:13]=[C:14]([C:16]2[CH:21]=[CH:20][CH:19]=[CH:18][N:17]=2)[CH:15]=1)[CH2:6][CH:7]([CH3:9])[CH3:8])[CH3:2].Cl.O1CCOCC1.